This data is from Full USPTO retrosynthesis dataset with 1.9M reactions from patents (1976-2016). The task is: Predict the reactants needed to synthesize the given product. (1) Given the product [CH:15]1([O:21][C:2]2[CH:10]=[CH:9][C:5]([C:6]([OH:8])=[O:7])=[CH:4][C:3]=2[C:11]([F:14])([F:13])[F:12])[CH2:20][CH2:19][CH2:18][CH2:17][CH2:16]1, predict the reactants needed to synthesize it. The reactants are: F[C:2]1[CH:10]=[CH:9][C:5]([C:6]([OH:8])=[O:7])=[CH:4][C:3]=1[C:11]([F:14])([F:13])[F:12].[CH:15]1([OH:21])[CH2:20][CH2:19][CH2:18][CH2:17][CH2:16]1.[H-].[Na+].Cl. (2) Given the product [O:20]([C:16]1[N:15]=[C:14]([C:12]2[S:4][C:3]3[CH:5]=[CH:6][CH:7]=[CH:8][C:2]=3[C:1](=[O:10])[N:13]=2)[CH:19]=[CH:18][CH:17]=1)[C:21]1[CH:22]=[CH:23][CH:24]=[CH:25][CH:26]=1, predict the reactants needed to synthesize it. The reactants are: [C:1]([O:10]C)(=O)[C:2]1[C:3](=[CH:5][CH:6]=[CH:7][CH:8]=1)[SH:4].[C:12]([C:14]1[CH:19]=[CH:18][CH:17]=[C:16]([O:20][C:21]2[CH:26]=[CH:25][CH:24]=[CH:23][CH:22]=2)[N:15]=1)#[N:13].C(N(CC)CC)C. (3) Given the product [CH3:3][N:17]1[CH:18]=[C:14]([C:8]2[CH:9]=[CH:10][CH:11]=[CH:12][CH:13]=2)[N:15]=[CH:16]1.[CH3:3][N:15]1[C:14]([C:8]2[CH:9]=[CH:10][CH:11]=[CH:12][CH:13]=2)=[CH:18][N:17]=[CH:16]1, predict the reactants needed to synthesize it. The reactants are: [H-].[Na+].[CH2:3]1COCC1.[C:8]1([C:14]2[N:15]=[CH:16][NH:17][CH:18]=2)[CH:13]=[CH:12][CH:11]=[CH:10][CH:9]=1.CI. (4) Given the product [C:1]([O:5][C:6]([N:8]1[CH2:12][CH2:11][C@H:10]([C@@H:13]([OH:14])[CH2:20][CH:21]([CH3:23])[CH3:22])[CH2:9]1)=[O:7])([CH3:4])([CH3:3])[CH3:2].[C:1]([O:5][C:6]([N:8]1[CH2:12][CH2:11][C@H:10]([C@H:13]([OH:14])[CH2:20][CH:21]([CH3:23])[CH3:22])[CH2:9]1)=[O:7])([CH3:4])([CH3:3])[CH3:2], predict the reactants needed to synthesize it. The reactants are: [C:1]([O:5][C:6]([N:8]1[CH2:12][CH2:11][C@H:10]([CH:13]=[O:14])[CH2:9]1)=[O:7])([CH3:4])([CH3:3])[CH3:2].C1COCC1.[CH2:20]([Mg]Cl)[CH:21]([CH3:23])[CH3:22].CCOCC. (5) Given the product [C:1]([O:5][C:6](=[O:32])[NH:7][C:10]1[CH:11]=[CH:12][C:13]([CH2:16][C:17]2[CH:18]=[C:19]([C:25]3[CH:30]=[CH:29][CH:28]=[C:27]([Cl:31])[CH:26]=3)[C:20]([O:23][CH3:24])=[CH:21][CH:22]=2)=[CH:14][CH:15]=1)([CH3:4])([CH3:2])[CH3:3], predict the reactants needed to synthesize it. The reactants are: [C:1]([O:5][C:6](=[O:32])[N:7]([C:10]1[CH:15]=[CH:14][C:13]([CH2:16][C:17]2[CH:18]=[C:19]([C:25]3[CH:30]=[CH:29][CH:28]=[C:27]([Cl:31])[CH:26]=3)[C:20]([O:23][CH3:24])=[CH:21][CH:22]=2)=[CH:12][CH:11]=1)CC)([CH3:4])([CH3:3])[CH3:2].[H-].[Na+].C(I)C. (6) Given the product [F:1][C:2]1[CH:7]=[CH:6][C:5]([CH:8]2[C:16]3[C:11](=[CH:12][CH:13]=[C:14]([CH3:17])[CH:15]=3)[NH:10][CH2:9]2)=[CH:4][CH:3]=1, predict the reactants needed to synthesize it. The reactants are: [F:1][C:2]1[CH:7]=[CH:6][C:5]([C:8]2[C:16]3[C:11](=[CH:12][CH:13]=[C:14]([CH3:17])[CH:15]=3)[NH:10][CH:9]=2)=[CH:4][CH:3]=1.C([SiH](CC)CC)C. (7) Given the product [Cl:35][C:32]1[CH:31]=[CH:30][C:29]([O:28][CH2:27][C:26]([N:23]2[CH2:24][CH2:25][N:20]([CH2:19][C:9]3[N:8]([C:6]4[CH:7]=[C:2]([CH:44]=[CH2:45])[CH:3]=[CH:4][C:5]=4[O:37][CH:38]([CH3:39])[CH3:40])[C:17](=[O:18])[C:16]4[C:11](=[CH:12][CH:13]=[CH:14][CH:15]=4)[N:10]=3)[CH2:21][CH2:22]2)=[O:36])=[CH:34][CH:33]=1, predict the reactants needed to synthesize it. The reactants are: Br[C:2]1[CH:3]=[CH:4][C:5]([O:37][CH:38]([CH3:40])[CH3:39])=[C:6]([N:8]2[C:17](=[O:18])[C:16]3[C:11](=[CH:12][CH:13]=[CH:14][CH:15]=3)[N:10]=[C:9]2[CH2:19][N:20]2[CH2:25][CH2:24][N:23]([C:26](=[O:36])[CH2:27][O:28][C:29]3[CH:34]=[CH:33][C:32]([Cl:35])=[CH:31][CH:30]=3)[CH2:22][CH2:21]2)[CH:7]=1.BrNO[CH:44](C)[CH3:45].O1CCOCC1.C(C([Sn])=C(CCCC)CCCC)CCC.[F-].[K+]. (8) Given the product [ClH:24].[C:1]1([CH3:14])[CH:6]=[CH:5][C:4]([C:7]23[CH2:12][CH:11]2[CH2:10][CH2:9][CH:8]3[NH2:22])=[CH:3][CH:2]=1.[ClH:24].[CH2:15]([O:13][CH2:8][CH3:9])[CH3:16], predict the reactants needed to synthesize it. The reactants are: [C:1]1([CH3:14])[CH:6]=[CH:5][C:4]([C:7]23[CH2:12][CH:11]2[CH2:10][CH2:9][C:8]3=[O:13])=[CH:3][CH:2]=1.[C:15]([O-])(=O)[CH3:16].[NH4+].[BH3-]C#[N:22].[Na+].[ClH:24].C#N.